Dataset: Full USPTO retrosynthesis dataset with 1.9M reactions from patents (1976-2016). Task: Predict the reactants needed to synthesize the given product. (1) Given the product [F:1][C:2]1[CH:7]=[C:6]([C:8]([F:11])([F:9])[F:10])[C:5]([C:12]2[CH:17]=[CH:16][C:15]([O:18][CH2:19][CH2:20][C:21]([OH:24])([CH3:22])[CH3:23])=[CH:14][CH:13]=2)=[CH:4][C:3]=1[CH2:25][O:26][C:27]1[N:32]=[CH:31][C:30]2[C@@H:33]3[C@@H:36]([C:37]([OH:39])=[O:38])[C@@H:34]3[CH2:35][C:29]=2[CH:28]=1, predict the reactants needed to synthesize it. The reactants are: [F:1][C:2]1[CH:7]=[C:6]([C:8]([F:11])([F:10])[F:9])[C:5]([C:12]2[CH:17]=[CH:16][C:15]([O:18][CH2:19][CH2:20][C:21]([OH:24])([CH3:23])[CH3:22])=[CH:14][CH:13]=2)=[CH:4][C:3]=1[CH2:25][O:26][C:27]1[N:32]=[CH:31][C:30]2[C@@H:33]3[C@@H:36]([C:37]([O:39]CC)=[O:38])[C@@H:34]3[CH2:35][C:29]=2[CH:28]=1.[Li+].[OH-].Cl. (2) Given the product [F:1][C:2]1[CH:3]=[C:4]([CH:29]=[C:30]([N:32]2[CH2:37][CH2:36][O:35][CH2:34][CH2:33]2)[CH:31]=1)[C:5]([NH:7][C:8]1[C:17]2[C:12](=[CH:13][CH:14]=[CH:15][CH:16]=2)[C:11]([O:18][C:19]2[CH:24]=[CH:23][N:22]=[C:21]([N:38]3[CH2:43][CH2:42][O:41][CH2:40][CH2:39]3)[N:20]=2)=[CH:10][CH:9]=1)=[O:6], predict the reactants needed to synthesize it. The reactants are: [F:1][C:2]1[CH:3]=[C:4]([CH:29]=[C:30]([N:32]2[CH2:37][CH2:36][O:35][CH2:34][CH2:33]2)[CH:31]=1)[C:5]([NH:7][C:8]1[C:17]2[C:12](=[CH:13][CH:14]=[CH:15][CH:16]=2)[C:11]([O:18][C:19]2[CH:24]=[CH:23][N:22]=[C:21](S(C)(=O)=O)[N:20]=2)=[CH:10][CH:9]=1)=[O:6].[NH:38]1[CH2:43][CH2:42][O:41][CH2:40][CH2:39]1. (3) The reactants are: Cl[C:2]1[C:11]([C:12]([OH:14])=[O:13])=[CH:10][C:9]2[C:4](=[CH:5][CH:6]=[C:7]([Cl:15])[CH:8]=2)[N:3]=1.[NH2:16][C@@H:17]([CH2:24][C:25]1[CH:30]=[CH:29][CH:28]=[CH:27][CH:26]=1)[C:18]([NH:20][CH2:21][CH2:22][CH3:23])=[O:19]. Given the product [Cl:15][C:7]1[CH:8]=[C:9]2[C:4](=[CH:5][CH:6]=1)[N:3]=[C:2]([NH:16][C@H:17]([C:18](=[O:19])[NH:20][CH2:21][CH2:22][CH3:23])[CH2:24][C:25]1[CH:30]=[CH:29][CH:28]=[CH:27][CH:26]=1)[C:11]([C:12]([OH:14])=[O:13])=[CH:10]2, predict the reactants needed to synthesize it.